From a dataset of Full USPTO retrosynthesis dataset with 1.9M reactions from patents (1976-2016). Predict the reactants needed to synthesize the given product. (1) Given the product [C:22]1([P:15]([C:9]2[CH:10]=[CH:11][CH:12]=[CH:13][CH:14]=2)[C:16]2[CH:21]=[CH:20][CH:19]=[CH:18][CH:17]=2)[CH:23]=[CH:24][CH:25]=[CH:26][CH:27]=1.[CH2:28]([S:34][S:35][CH2:36][C@H:37]([NH2:41])[C:38]([OH:40])=[O:39])[C@H:29]([NH2:33])[C:30]([OH:32])=[O:31], predict the reactants needed to synthesize it. The reactants are: C=CC1C=CC=CC=1.[C:9]1([P:15]([C:22]2[CH:27]=[CH:26][CH:25]=[CH:24][CH:23]=2)[C:16]2[CH:21]=[CH:20][CH:19]=[CH:18][CH:17]=2)[CH:14]=[CH:13][CH:12]=[CH:11][CH:10]=1.[CH2:28]([S:34][S:35][CH2:36][C@H:37]([NH2:41])[C:38]([OH:40])=[O:39])[C@H:29]([NH2:33])[C:30]([OH:32])=[O:31]. (2) Given the product [CH2:31]([O:38][CH2:39][CH2:40][O:23][C:9]1[CH:10]=[C:11]2[C:6](=[CH:7][CH:8]=1)[C:5](=[O:24])[N:4]([CH:1]1[CH2:2][CH2:3]1)[C:13]([C:14]#[N:15])=[C:12]2[C:16]1[CH:21]=[CH:20][CH:19]=[C:18]([F:22])[CH:17]=1)[C:32]1[CH:37]=[CH:36][CH:35]=[CH:34][CH:33]=1, predict the reactants needed to synthesize it. The reactants are: [CH:1]1([N:4]2[C:13]([C:14]#[N:15])=[C:12]([C:16]3[CH:21]=[CH:20][CH:19]=[C:18]([F:22])[CH:17]=3)[C:11]3[C:6](=[CH:7][CH:8]=[C:9]([OH:23])[CH:10]=3)[C:5]2=[O:24])[CH2:3][CH2:2]1.C([O-])([O-])=O.[K+].[K+].[CH2:31]([O:38][CH2:39][CH2:40]Br)[C:32]1[CH:37]=[CH:36][CH:35]=[CH:34][CH:33]=1. (3) Given the product [CH3:17][SiH:18]([CH3:27])[O:19][Si:20]([CH3:25])([CH3:26])[O:21][Si:22]([CH3:23])([CH3:24])[O:12][SiH:13]([CH3:15])[CH3:16], predict the reactants needed to synthesize it. The reactants are: [H-].C[Si]([O:12][Si:13]([CH3:16])([CH3:15])C)O[Si]([O:12][Si:13](C)([CH3:16])[CH3:15])C.[CH3:17][SiH:18]([CH3:27])[O:19][Si:20]([CH3:26])([CH3:25])[O:21][SiH:22]([CH3:24])[CH3:23].C[Si](O[SiH](C)C)(O[SiH](C)C)O[SiH](C)C.C1([Si](O[SiH](C)C)(O[SiH](C)C)O[SiH](C)C)C=CC=CC=1.C([SiH](C(C)C)O[SiH](C(C)C)C(C)C)(C)C. (4) The reactants are: Cl.Cl.Cl.[NH:4]1[CH2:9][CH2:8][CH:7]([NH:10][C:11]2[CH:12]=[CH:13][C:14]3[N:15]([C:17]([C:20]4[CH:25]=[CH:24][N:23]=[CH:22][CH:21]=4)=[CH:18][N:19]=3)[N:16]=2)[CH2:6][CH2:5]1.C(N(CC)CC)C.[C:33](Cl)(=[O:40])[C:34]1[CH:39]=[CH:38][CH:37]=[CH:36][CH:35]=1.O. Given the product [C:33]([N:4]1[CH2:9][CH2:8][CH:7]([NH:10][C:11]2[CH:12]=[CH:13][C:14]3[N:15]([C:17]([C:20]4[CH:25]=[CH:24][N:23]=[CH:22][CH:21]=4)=[CH:18][N:19]=3)[N:16]=2)[CH2:6][CH2:5]1)(=[O:40])[C:34]1[CH:39]=[CH:38][CH:37]=[CH:36][CH:35]=1, predict the reactants needed to synthesize it. (5) The reactants are: [F:1][C:2]([F:12])([F:11])[C:3]1[N:8]=[CH:7][C:6]([CH:9]=O)=[CH:5][N:4]=1.[Si]([C:17]#[N:18])(C)(C)C.[NH:19]1[CH2:24][CH2:23][O:22][CH2:21][CH2:20]1.CC([O-])=O.[Na+]. Given the product [N:19]1([CH:9]([C:6]2[CH:5]=[N:4][C:3]([C:2]([F:12])([F:11])[F:1])=[N:8][CH:7]=2)[C:17]#[N:18])[CH2:24][CH2:23][O:22][CH2:21][CH2:20]1, predict the reactants needed to synthesize it.